This data is from Full USPTO retrosynthesis dataset with 1.9M reactions from patents (1976-2016). The task is: Predict the reactants needed to synthesize the given product. (1) Given the product [F:50][C:51]1[CH:57]=[C:56]([F:58])[CH:55]=[CH:54][C:52]=1[NH:53][C:2]1[CH:3]=[C:4]2[C:9](=[CH:10][CH:11]=1)[C:8]([O:12][CH:13]([CH3:18])[C:14]([F:17])([F:16])[F:15])=[N:7][N:6]=[CH:5]2, predict the reactants needed to synthesize it. The reactants are: Br[C:2]1[CH:3]=[C:4]2[C:9](=[CH:10][CH:11]=1)[C:8]([O:12][CH:13]([CH3:18])[C:14]([F:17])([F:16])[F:15])=[N:7][N:6]=[CH:5]2.CC(C)([O-])C.[Na+].C1(P(C2CCCCC2)C2C=CC=CC=2C2C=CC=CC=2)CCCCC1.[F:50][C:51]1[CH:57]=[C:56]([F:58])[CH:55]=[CH:54][C:52]=1[NH2:53]. (2) Given the product [F:16][C:13]([F:14])([F:15])[CH2:12][NH:11][C:8]1[CH:9]=[CH:10][C:5]([C:3]([OH:4])=[O:2])=[N:6][CH:7]=1, predict the reactants needed to synthesize it. The reactants are: C[O:2][C:3]([C:5]1[CH:10]=[CH:9][C:8]([NH:11][CH2:12][C:13]([F:16])([F:15])[F:14])=[CH:7][N:6]=1)=[O:4].O.[OH-].[Li+].Cl. (3) Given the product [CH2:18]([O:21][C:22]1[CH:23]=[CH:24][C:25]([CH:26]([OH:27])[C:1]2([C:6]([O:8][CH3:9])=[O:7])[CH2:5][CH2:4][CH2:3][CH2:2]2)=[CH:28][CH:29]=1)[CH:19]=[CH2:20], predict the reactants needed to synthesize it. The reactants are: [CH:1]1([C:6]([O:8][CH3:9])=[O:7])[CH2:5][CH2:4][CH2:3][CH2:2]1.C([N-]C(C)C)(C)C.[Li+].[CH2:18]([O:21][C:22]1[CH:29]=[CH:28][C:25]([CH:26]=[O:27])=[CH:24][CH:23]=1)[CH:19]=[CH2:20]. (4) Given the product [CH2:1]([NH:3][C:4]1[C:9]([CH3:10])=[CH:8][C:7]2[C:12]([C:14]3[CH:24]=[CH:23][C:17]([O:18][CH2:19][C:20]([OH:22])=[O:21])=[CH:16][CH:15]=3)=[C:33]3[C:34]([O:11][C:6]=2[CH:5]=1)=[CH:35][C:36](=[N:27][CH2:25][CH3:26])[C:31]([CH3:30])=[CH:32]3)[CH3:2], predict the reactants needed to synthesize it. The reactants are: [CH2:1]([NH:3][C:4]1[CH:5]=[C:6]([OH:11])[CH:7]=[CH:8][C:9]=1[CH3:10])[CH3:2].[CH:12]([C:14]1[CH:24]=[CH:23][C:17]([O:18][CH2:19][C:20]([OH:22])=[O:21])=[CH:16][CH:15]=1)=O.[CH2:25]([N:27]1[C:36]2[C:31](=[CH:32][CH:33]=[C:34](O)[CH:35]=2)[C:30](C)=CC1(C)C)[CH3:26]. (5) Given the product [NH2:1][C:2]1[N:7]=[CH:6][N:5]=[C:4]2[N:8]([C@H:18]3[CH2:23][CH2:22][C@@H:21]([N:24]4[CH2:25][CH2:26][N:27]([CH3:30])[CH2:28][CH2:29]4)[CH2:20][CH2:19]3)[N:9]=[C:10]([C:11]3[CH:16]=[CH:15][C:14]([O:17][C:32]4[CH:39]=[CH:38][CH:37]=[C:36]([S:40][C:41]5[CH:46]=[CH:45][CH:44]=[CH:43][N:42]=5)[C:33]=4[C:34]#[N:35])=[CH:13][CH:12]=3)[C:3]=12, predict the reactants needed to synthesize it. The reactants are: [NH2:1][C:2]1[N:7]=[CH:6][N:5]=[C:4]2[N:8]([C@H:18]3[CH2:23][CH2:22][C@@H:21]([N:24]4[CH2:29][CH2:28][N:27]([CH3:30])[CH2:26][CH2:25]4)[CH2:20][CH2:19]3)[N:9]=[C:10]([C:11]3[CH:16]=[CH:15][C:14]([OH:17])=[CH:13][CH:12]=3)[C:3]=12.F[C:32]1[CH:39]=[CH:38][CH:37]=[C:36]([S:40][C:41]2[CH:46]=[CH:45][CH:44]=[CH:43][N:42]=2)[C:33]=1[C:34]#[N:35].C(=O)([O-])[O-].[K+].[K+].[OH-].[Na+]. (6) Given the product [CH:1]1([C:7]2[C:15]3[C:10](=[CH:11][C:12]([CH2:16][N:17]([CH:33]4[CH2:34][CH2:35]4)[C:18]([C@@H:20]4[O:25][CH2:24][CH2:23][N:22]([C:26]([O:28][C:29]([CH3:31])([CH3:32])[CH3:30])=[O:27])[CH2:21]4)=[O:19])=[CH:13][CH:14]=3)[N:9]([CH2:36][CH2:37][CH2:38][O:39][CH3:40])[N:8]=2)[CH2:2][CH2:3][CH2:4][CH2:5][CH2:6]1, predict the reactants needed to synthesize it. The reactants are: [C:1]1([C:7]2[C:15]3[C:10](=[CH:11][C:12]([CH2:16][N:17]([CH:33]4[CH2:35][CH2:34]4)[C:18]([C@@H:20]4[O:25][CH2:24][CH2:23][N:22]([C:26]([O:28][C:29]([CH3:32])([CH3:31])[CH3:30])=[O:27])[CH2:21]4)=[O:19])=[CH:13][CH:14]=3)[N:9]([CH2:36][CH2:37][CH2:38][O:39][CH3:40])[N:8]=2)[CH2:6][CH2:5][CH2:4][CH2:3][CH:2]=1.[H][H].